From a dataset of Forward reaction prediction with 1.9M reactions from USPTO patents (1976-2016). Predict the product of the given reaction. (1) The product is: [NH2:7][C:6]1[C:5]2[C:8](=[CH:9][CH:10]=[CH:11][C:4]=2[CH2:3][C:1]#[N:2])[NH:15][N:14]=1. Given the reactants [C:1]([CH2:3][C:4]1[CH:11]=[CH:10][CH:9]=[C:8](F)[C:5]=1[C:6]#[N:7])#[N:2].O.[NH2:14][NH2:15], predict the reaction product. (2) Given the reactants [Cl:1][C:2]1[CH:3]=[C:4]([N+:12]([O-])=O)[C:5]([F:11])=[C:6]([CH:10]=1)[C:7]([O-:9])=[O:8].[Cl-].[NH4+].[CH2:17](O)C.O, predict the reaction product. The product is: [NH2:12][C:4]1[C:5]([F:11])=[C:6]([CH:10]=[C:2]([Cl:1])[CH:3]=1)[C:7]([O:9][CH3:17])=[O:8].